Dataset: Catalyst prediction with 721,799 reactions and 888 catalyst types from USPTO. Task: Predict which catalyst facilitates the given reaction. (1) Reactant: FC(F)(S(O[C:17]1[CH2:22][CH2:21][CH:20]([O:23][C:24]2[CH:29]=[CH:28][C:27]([C:30]([F:33])([F:32])[F:31])=[CH:26][CH:25]=2)[CH2:19][CH:18]=1)(=O)=O)C(F)(F)C(F)(F)C(F)(F)F.[B:35]1([B:35]2[O:39][C:38]([CH3:41])([CH3:40])[C:37]([CH3:43])([CH3:42])[O:36]2)[O:39][C:38]([CH3:41])([CH3:40])[C:37]([CH3:43])([CH3:42])[O:36]1.CC([O-])=O.[K+]. Product: [CH3:42][C:37]1([CH3:43])[C:38]([CH3:41])([CH3:40])[O:39][B:35]([C:17]2[CH2:22][CH2:21][CH:20]([O:23][C:24]3[CH:25]=[CH:26][C:27]([C:30]([F:31])([F:32])[F:33])=[CH:28][CH:29]=3)[CH2:19][CH:18]=2)[O:36]1. The catalyst class is: 140. (2) Reactant: [O:1]1[C:5]2[CH:6]=[CH:7][C:8]([C:10]3([C:13]([NH:15][C:16]4[N:21]=[C:20]([C:22]5[C:23]([O:28]C)=[N:24][CH:25]=[CH:26][CH:27]=5)[C:19]([CH3:30])=[CH:18][CH:17]=4)=[O:14])[CH2:12][CH2:11]3)=[CH:9][C:4]=2[CH2:3][CH2:2]1.Cl. Product: [O:1]1[C:5]2[CH:6]=[CH:7][C:8]([C:10]3([C:13]([NH:15][C:16]4[CH:17]=[CH:18][C:19]([CH3:30])=[C:20]([C:22]5[C:23](=[O:28])[NH:24][CH:25]=[CH:26][CH:27]=5)[N:21]=4)=[O:14])[CH2:12][CH2:11]3)=[CH:9][C:4]=2[CH2:3][CH2:2]1. The catalyst class is: 12. (3) Reactant: CN(C)[N:3]=[CH:4][CH:5]=[C:6]1[C:12](=O)[C:11]2[CH:14]=[CH:15][CH:16]=[CH:17][C:10]=2[O:9][C:8]2[CH:18]=[CH:19][CH:20]=[CH:21][C:7]1=2.[O-]S(S([O-])=O)=O.[Na+].[Na+]. Product: [NH:3]1[C:12]2[C:11]3[CH:14]=[CH:15][CH:16]=[CH:17][C:10]=3[O:9][C:8]3[CH:18]=[CH:19][CH:20]=[CH:21][C:7]=3[C:6]=2[CH:5]=[CH:4]1. The catalyst class is: 6. (4) Reactant: [CH2:1]([O:4][N:5]([C@H:18]1[CH2:23][N:22]([C:24]([O:26][C:27]([CH3:30])([CH3:29])[CH3:28])=[O:25])[C@H:21]([CH2:31][O:32][Si](C(C)(C)C)(C)C)[CH:20]=[C:19]1[C:40](=[O:44])[N:41]([CH3:43])[CH3:42])[S:6]([C:9]1[CH:14]=[CH:13][CH:12]=[CH:11][C:10]=1[N+:15]([O-:17])=[O:16])(=[O:8])=[O:7])[CH:2]=[CH2:3].CCCC[N+](CCCC)(CCCC)CCCC.[F-]. Product: [CH2:1]([O:4][N:5]([C@H:18]1[CH2:23][N:22]([C:24]([O:26][C:27]([CH3:29])([CH3:30])[CH3:28])=[O:25])[C@H:21]([CH2:31][OH:32])[CH:20]=[C:19]1[C:40](=[O:44])[N:41]([CH3:42])[CH3:43])[S:6]([C:9]1[CH:14]=[CH:13][CH:12]=[CH:11][C:10]=1[N+:15]([O-:17])=[O:16])(=[O:8])=[O:7])[CH:2]=[CH2:3]. The catalyst class is: 1. (5) The catalyst class is: 150. Product: [NH2:12][C:10]1[CH:9]=[CH:8][C:5]([C:6]#[N:7])=[C:4]([CH:1]2[CH2:2][CH2:3]2)[CH:11]=1. Reactant: [CH:1]1([C:4]2[CH:11]=[C:10]([N+:12]([O-])=O)[CH:9]=[CH:8][C:5]=2[C:6]#[N:7])[CH2:3][CH2:2]1.[Cl-].[NH4+].CO. (6) Reactant: [Br:1][C:2]1[CH:10]=[C:6]([C:7]([NH2:9])=[O:8])[C:5]([NH2:11])=[CH:4][CH:3]=1.[CH:12](=O)[C:13]1[CH:18]=[CH:17][CH:16]=[CH:15][CH:14]=1.S(S([O-])=O)([O-])(=O)=O.[Na+].[Na+].O. Product: [Br:1][C:2]1[CH:10]=[C:6]2[C:5](=[CH:4][CH:3]=1)[N:11]=[C:12]([C:13]1[CH:18]=[CH:17][CH:16]=[CH:15][CH:14]=1)[NH:9][C:7]2=[O:8]. The catalyst class is: 44.